From a dataset of Peptide-MHC class I binding affinity with 185,985 pairs from IEDB/IMGT. Regression. Given a peptide amino acid sequence and an MHC pseudo amino acid sequence, predict their binding affinity value. This is MHC class I binding data. (1) The peptide sequence is RLIWSHHHI. The MHC is HLA-A33:01 with pseudo-sequence HLA-A33:01. The binding affinity (normalized) is 0. (2) The peptide sequence is KDLQRLRSL. The MHC is HLA-B44:03 with pseudo-sequence HLA-B44:03. The binding affinity (normalized) is 0. (3) The peptide sequence is TPVHSWEDI. The MHC is HLA-B51:01 with pseudo-sequence HLA-B51:01. The binding affinity (normalized) is 0.105. (4) The peptide sequence is TLNEYKQLY. The MHC is HLA-A33:01 with pseudo-sequence HLA-A33:01. The binding affinity (normalized) is 0.182. (5) The peptide sequence is PLNEGIMAV. The MHC is HLA-A69:01 with pseudo-sequence HLA-A69:01. The binding affinity (normalized) is 0.213.